Predict the product of the given reaction. From a dataset of Forward reaction prediction with 1.9M reactions from USPTO patents (1976-2016). (1) Given the reactants [C]=[O:2].[C:3]([O:7]C[O:9][C:10](=[O:13])[CH2:11]C)(=[O:6])[CH2:4][CH3:5], predict the reaction product. The product is: [C:10]([OH:9])(=[O:13])[CH2:11][OH:2].[C:3]([OH:7])(=[O:6])[CH2:4][CH3:5]. (2) The product is: [N:43]1[CH:44]=[CH:45][CH:46]=[C:41]([NH:40][C:36]2[CH:35]=[C:34]([C:2]#[C:1][C:3]3[N:7]4[CH:8]=[C:9]([C:12]5[CH:13]=[CH:14][C:15]([C:16]([N:18]6[CH2:23][CH2:22][N:21]([C:24]([O:26][C:27]([CH3:28])([CH3:29])[CH3:30])=[O:25])[CH2:20][CH2:19]6)=[O:17])=[CH:31][CH:32]=5)[CH:10]=[CH:11][C:6]4=[N:5][CH:4]=3)[CH:39]=[CH:38][N:37]=2)[CH:42]=1. Given the reactants [C:1]([C:3]1[N:7]2[CH:8]=[C:9]([C:12]3[CH:32]=[CH:31][C:15]([C:16]([N:18]4[CH2:23][CH2:22][N:21]([C:24]([O:26][C:27]([CH3:30])([CH3:29])[CH3:28])=[O:25])[CH2:20][CH2:19]4)=[O:17])=[CH:14][CH:13]=3)[CH:10]=[CH:11][C:6]2=[N:5][CH:4]=1)#[CH:2].Br[C:34]1[CH:39]=[CH:38][N:37]=[C:36]([NH:40][C:41]2[CH:42]=[N:43][CH:44]=[CH:45][CH:46]=2)[CH:35]=1, predict the reaction product. (3) Given the reactants C1(S([N:10]2[C:14]3=[N:15][CH:16]=[C:17]([NH:19][C:20]([C:22]4[CH:30]=[CH:29][CH:28]=[CH:27][C:23]=4[C:24]([OH:26])=[O:25])=[O:21])[CH:18]=[C:13]3[C:12]([C:31]3[S:35][CH:34]=[N:33][CH:32]=3)=[CH:11]2)(=O)=O)C=CC=CC=1.[OH-].[Na+].C(O)(=O)C, predict the reaction product. The product is: [S:35]1[C:31]([C:12]2[C:13]3[C:14](=[N:15][CH:16]=[C:17]([NH:19][C:20]([C:22]4[CH:30]=[CH:29][CH:28]=[CH:27][C:23]=4[C:24]([OH:26])=[O:25])=[O:21])[CH:18]=3)[NH:10][CH:11]=2)=[CH:32][N:33]=[CH:34]1. (4) Given the reactants Br[C:2]1[CH:7]=[C:6]([O:8][CH3:9])[C:5](Br)=[CH:4][C:3]=1[O:11][CH3:12].[C:13]1([C:19]#[CH:20])[CH:18]=[CH:17][CH:16]=[CH:15][CH:14]=1, predict the reaction product. The product is: [C:13]1([C:19]#[C:20][C:2]2[CH:7]=[C:6]([O:8][CH3:9])[C:5]([C:20]#[C:19][C:13]3[CH:18]=[CH:17][CH:16]=[CH:15][CH:14]=3)=[CH:4][C:3]=2[O:11][CH3:12])[CH:18]=[CH:17][CH:16]=[CH:15][CH:14]=1. (5) Given the reactants [NH2:1][C:2]1[CH:13]=[C:6]2[C:7]([O:9]C(=O)[NH:11][C:5]2=[CH:4][CH:3]=1)=O.C(N(CC)CC)C.[CH2:21]([O:28][CH2:29][C:30](Cl)=[O:31])[C:22]1[CH:27]=[CH:26][CH:25]=[CH:24][CH:23]=1.Cl.[NH2:34][CH:35]1[CH2:40][CH2:39][C:38](=[O:41])[NH:37][C:36]1=[O:42].C(O)(=O)C, predict the reaction product. The product is: [NH2:11][C:5]1[CH:4]=[CH:3][C:2]([NH:1][C:30](=[O:31])[CH2:29][O:28][CH2:21][C:22]2[CH:27]=[CH:26][CH:25]=[CH:24][CH:23]=2)=[CH:13][C:6]=1[C:7]([NH:34][CH:35]1[CH2:40][CH2:39][C:38](=[O:41])[NH:37][C:36]1=[O:42])=[O:9]. (6) Given the reactants C([C@H]1COC(=O)N1[C:10](=[O:18])[C@:11]([CH2:15][O:16][CH3:17])([CH3:14])[CH:12]=[CH2:13])(C)C.OO.O.[OH-].[Li+].S(S([O-])=O)([O-])(=O)=[O:25].[Na+].[Na+].Cl, predict the reaction product. The product is: [CH3:17][O:16][CH2:15][C@:11]([CH3:14])([CH:12]=[CH2:13])[C:10]([OH:18])=[O:25]. (7) Given the reactants C(Cl)CCl.C1C=CC2N(O)N=NC=2C=1.[NH2:15][CH2:16][C:17]1[C:18]([F:34])=[C:19]([O:24][C:25]2[CH:26]=[C:27]([CH:30]=[C:31]([Cl:33])[CH:32]=2)[C:28]#[N:29])[C:20]([Br:23])=[CH:21][CH:22]=1.[N:35]([C:38]1[NH:39][C:40]([C:44](O)=[O:45])=[C:41]([Cl:43])[N:42]=1)=[N+:36]=[N-:37], predict the reaction product. The product is: [N:35]([C:38]1[NH:39][C:40]([C:44]([NH:15][CH2:16][C:17]2[CH:22]=[CH:21][C:20]([Br:23])=[C:19]([O:24][C:25]3[CH:26]=[C:27]([C:28]#[N:29])[CH:30]=[C:31]([Cl:33])[CH:32]=3)[C:18]=2[F:34])=[O:45])=[C:41]([Cl:43])[N:42]=1)=[N+:36]=[N-:37]. (8) Given the reactants Cl.[NH2:2][CH:3]([C:6]1[CH:7]=[CH:8][C:9]2[CH:13]=[CH:12][S:11][C:10]=2[CH:14]=1)[C:4]#[N:5].[CH3:15][O:16][C:17]1[C:35]([O:36][CH3:37])=[C:34]([O:38][CH3:39])[CH:33]=[CH:32][C:18]=1[C:19]([NH:21][CH2:22][CH2:23][N:24]1[CH:28]=[C:27]([C:29](O)=[O:30])[N:26]=[N:25]1)=[O:20], predict the reaction product. The product is: [S:11]1[CH:12]=[CH:13][C:9]2[CH:8]=[CH:7][C:6]([CH:3]([NH:2][C:29]([C:27]3[N:26]=[N:25][N:24]([CH2:23][CH2:22][NH:21][C:19](=[O:20])[C:18]4[CH:32]=[CH:33][C:34]([O:38][CH3:39])=[C:35]([O:36][CH3:37])[C:17]=4[O:16][CH3:15])[CH:28]=3)=[O:30])[C:4]#[N:5])=[CH:14][C:10]1=2. (9) Given the reactants CCN(C(C)C)C(C)C.[O:10]=[C:11]1[CH2:15][CH2:14][CH2:13][N:12]1[C:16]1[CH:24]=[CH:23][C:19]([C:20]([OH:22])=O)=[CH:18][CH:17]=1.C1C=CC2N(O)N=NC=2C=1.CCN=C=NCCCN(C)C.Cl.[NH2:47][CH2:48][C:49]([N:51]1[CH2:56][CH2:55][CH:54]([O:57][C:58]2[CH:63]=[CH:62][CH:61]=[C:60]([C:64]([F:67])([F:66])[F:65])[CH:59]=2)[CH2:53][CH2:52]1)=[O:50], predict the reaction product. The product is: [O:10]=[C:11]1[CH2:15][CH2:14][CH2:13][N:12]1[C:16]1[CH:17]=[CH:18][C:19]([C:20]([NH:47][CH2:48][C:49](=[O:50])[N:51]2[CH2:52][CH2:53][CH:54]([O:57][C:58]3[CH:63]=[CH:62][CH:61]=[C:60]([C:64]([F:65])([F:66])[F:67])[CH:59]=3)[CH2:55][CH2:56]2)=[O:22])=[CH:23][CH:24]=1.